From a dataset of Forward reaction prediction with 1.9M reactions from USPTO patents (1976-2016). Predict the product of the given reaction. (1) Given the reactants CC1C=CC(S(O[CH2:12][C:13]2([C:16]([F:19])([F:18])[F:17])[CH2:15][CH2:14]2)(=O)=O)=CC=1.[C-:20]#[N:21].[K+], predict the reaction product. The product is: [F:19][C:16]([F:17])([F:18])[C:13]1([CH2:12][C:20]#[N:21])[CH2:14][CH2:15]1. (2) Given the reactants [NH2:1][CH2:2][CH2:3][NH:4][C:5](=[O:11])[O:6][C:7]([CH3:10])([CH3:9])[CH3:8].[N:12]1[C:21]2[C:20](=O)[CH2:19][CH2:18][CH2:17][C:16]=2[CH:15]=[CH:14][CH:13]=1.C(O)(=O)C.C(O[BH-](OC(=O)C)OC(=O)C)(=O)C.[Na+].C(=O)([O-])[O-].[Na+].[Na+], predict the reaction product. The product is: [N:12]1[C:21]2[CH:20]([NH:1][CH2:2][CH2:3][NH:4][C:5](=[O:11])[O:6][C:7]([CH3:8])([CH3:10])[CH3:9])[CH2:19][CH2:18][CH2:17][C:16]=2[CH:15]=[CH:14][CH:13]=1.